Dataset: Reaction yield outcomes from USPTO patents with 853,638 reactions. Task: Predict the reaction yield, written as a fraction of the theoretical maximum amount of product (1.0 means a 100% yield; for example, 0.34 means a 34% yield). (1) The reactants are [Cl:1][C:2]1[CH:7]=[CH:6][C:5]([C:8]2[CH:12]=[CH:11][NH:10][N:9]=2)=[CH:4][C:3]=1[CH2:13][NH:14][C:15](=[O:18])[O:16][CH3:17].CN[C@@H]1CCCC[C@H]1NC.C([O-])([O-])=O.[K+].[K+].Br[C:36]1[CH:37]=[CH:38][C:39]2[O:44][CH2:43][C:42]([C:45]([O:47][CH3:48])=[O:46])=[CH:41][C:40]=2[CH:49]=1. The catalyst is O1CCOCC1.[Cu]I.CO.C(Cl)(Cl)Cl. The product is [Cl:1][C:2]1[CH:7]=[CH:6][C:5]([C:8]2[CH:12]=[CH:11][N:10]([C:36]3[CH:37]=[CH:38][C:39]4[O:44][CH2:43][C:42]([C:45]([O:47][CH3:48])=[O:46])=[CH:41][C:40]=4[CH:49]=3)[N:9]=2)=[CH:4][C:3]=1[CH2:13][NH:14][C:15]([O:16][CH3:17])=[O:18]. The yield is 0.160. (2) The reactants are C[O:2][C:3]([C:5]1[CH:15]=[CH:14][C:8]2[O:9][C:10]([F:13])([F:12])[O:11][C:7]=2[CH:6]=1)=O.[H-].[Al+3].[Li+].[H-].[H-].[H-].O.[OH-].[Na+]. The catalyst is O1CCCC1. The product is [F:13][C:10]1([F:12])[O:9][C:8]2[CH:14]=[CH:15][C:5]([CH2:3][OH:2])=[CH:6][C:7]=2[O:11]1. The yield is 0.760. (3) The yield is 0.220. The catalyst is C(#N)C. The product is [F:28][C:29]1[CH:30]=[CH:31][C:32]([CH2:35][C:36]2[N:23]([CH3:24])[C:22]([C:10]3[N:11]=[C:12]4[N:17]([C:18](=[O:19])[C:9]=3[OH:8])[CH2:16][CH2:15][O:14][C:13]4([CH3:20])[CH3:21])=[N:39][N:38]=2)=[CH:33][CH:34]=1. The reactants are C([O:8][C:9]1[C:18](=[O:19])[N:17]2[C:12]([C:13]([CH3:21])([CH3:20])[O:14][CH2:15][CH2:16]2)=[N:11][C:10]=1[C:22](=S)[NH:23][CH3:24])C1C=CC=CC=1.CI.[F:28][C:29]1[CH:34]=[CH:33][C:32]([CH2:35][C:36]([NH:38][NH2:39])=O)=[CH:31][CH:30]=1.CN(C=O)C. (4) The reactants are [NH:1]1[CH:5]=[CH:4][N:3]=[C:2]1[CH:6]=[O:7].[CH2:8](Br)[CH:9]=[CH2:10].C(N(C(C)C)CC)(C)C. The catalyst is CN(C)C=O. The product is [CH2:10]([N:1]1[CH:5]=[CH:4][N:3]=[C:2]1[CH:6]=[O:7])[CH:9]=[CH2:8]. The yield is 0.600. (5) The reactants are [NH2:1][C:2]1[N:7]=[C:6]([C:8]2[CH:9]=[N:10][CH:11]=[CH:12][CH:13]=2)[C:5]([C:14]2[CH:19]=[CH:18][N:17]=[CH:16][C:15]=2[F:20])=[CH:4][C:3]=1[NH:21][C:22]([C:24]1[N:28]=[CH:27][NH:26][N:25]=1)=O. The catalyst is C(O)(=O)C. The product is [F:20][C:15]1[CH:16]=[N:17][CH:18]=[CH:19][C:14]=1[C:5]1[CH:4]=[C:3]2[N:21]=[C:22]([C:24]3[NH:28][CH:27]=[N:26][N:25]=3)[NH:1][C:2]2=[N:7][C:6]=1[C:8]1[CH:9]=[N:10][CH:11]=[CH:12][CH:13]=1. The yield is 0.590. (6) The reactants are Br[C:2]1[CH:11]=[C:10]2[C:5]([CH:6]=[CH:7][N:8]=[C:9]2[N:12]2[CH2:17][CH2:16][N:15]([C:18]([O:20][C:21]([CH3:24])([CH3:23])[CH3:22])=[O:19])[CH2:14][CH2:13]2)=[CH:4][CH:3]=1.[CH3:25][C:26]1[CH:27]=[C:28]([SH:33])[CH:29]=[C:30]([CH3:32])[CH:31]=1. The product is [C:21]([O:20][C:18]([N:15]1[CH2:16][CH2:17][N:12]([C:9]2[C:10]3[C:5](=[CH:4][CH:3]=[C:2]([S:33][C:28]4[CH:29]=[C:30]([CH3:32])[CH:31]=[C:26]([CH3:25])[CH:27]=4)[CH:11]=3)[CH:6]=[CH:7][N:8]=2)[CH2:13][CH2:14]1)=[O:19])([CH3:24])([CH3:23])[CH3:22]. The yield is 0.650. The catalyst is C(O)CCC.C1C=CC([P]([Pd]([P](C2C=CC=CC=2)(C2C=CC=CC=2)C2C=CC=CC=2)([P](C2C=CC=CC=2)(C2C=CC=CC=2)C2C=CC=CC=2)[P](C2C=CC=CC=2)(C2C=CC=CC=2)C2C=CC=CC=2)(C2C=CC=CC=2)C2C=CC=CC=2)=CC=1. (7) The reactants are C([O:8][C:9]1[CH:14]=[CH:13][N:12]=[C:11]([NH:15][C:16](=[O:22])[O:17][C:18]([CH3:21])([CH3:20])[CH3:19])[CH:10]=1)C1C=CC=CC=1. The catalyst is CO.[Pd]. The product is [OH:8][C:9]1[CH:14]=[CH:13][N:12]=[C:11]([NH:15][C:16](=[O:22])[O:17][C:18]([CH3:20])([CH3:19])[CH3:21])[CH:10]=1. The yield is 0.990. (8) The reactants are Cl[C:2]1[CH:3]=[CH:4][C:5]2[N:6]=[CH:7][N:8]=[C:9]([O:12][CH:13]3[CH2:18][CH2:17][N:16]([CH3:19])[CH2:15][CH2:14]3)[C:10]=2[N:11]=1.CC1(C)C(C)(C)OB([C:28]2[CH:29]=[C:30]([NH:34][S:35]([C:38]3[CH:43]=[CH:42][CH:41]=[CH:40][CH:39]=3)(=[O:37])=[O:36])[CH:31]=[N:32][CH:33]=2)O1.C(=O)(O)[O-].[Na+]. The catalyst is O1CCOCC1. The product is [CH3:19][N:16]1[CH2:17][CH2:18][CH:13]([O:12][C:9]2[C:10]3[N:11]=[C:2]([C:28]4[CH:29]=[C:30]([NH:34][S:35]([C:38]5[CH:39]=[CH:40][CH:41]=[CH:42][CH:43]=5)(=[O:36])=[O:37])[CH:31]=[N:32][CH:33]=4)[CH:3]=[CH:4][C:5]=3[N:6]=[CH:7][N:8]=2)[CH2:14][CH2:15]1. The yield is 0.140.